From a dataset of Catalyst prediction with 721,799 reactions and 888 catalyst types from USPTO. Predict which catalyst facilitates the given reaction. (1) Reactant: [ClH:1].C(OC([NH:9][CH2:10][C@H:11]1[CH2:16][CH2:15][C@H:14]([C:17]([NH:19][C@H:20]([C:51](=[O:64])[NH:52][C:53]2[CH:58]=[CH:57][C:56]([C:59]3[NH:63][N:62]=[N:61][N:60]=3)=[CH:55][CH:54]=2)[CH2:21][C:22]2[CH:23]=[C:24]([C:28]3[C:33]([CH3:34])=[CH:32][CH:31]=[C:30]([C:35]([NH:37][CH:38]4[CH2:43][CH2:42][N:41](C(OC(C)(C)C)=O)[CH2:40][CH2:39]4)=[O:36])[CH:29]=3)[CH:25]=[CH:26][CH:27]=2)=[O:18])[CH2:13][CH2:12]1)=O)(C)(C)C.C(#N)C. Product: [ClH:1].[NH2:9][CH2:10][C@H:11]1[CH2:12][CH2:13][C@H:14]([C:17]([NH:19][C@H:20]([C:51](=[O:64])[NH:52][C:53]2[CH:54]=[CH:55][C:56]([C:59]3[NH:63][N:62]=[N:61][N:60]=3)=[CH:57][CH:58]=2)[CH2:21][C:22]2[CH:23]=[C:24]([C:28]3[C:33]([CH3:34])=[CH:32][CH:31]=[C:30]([C:35]([NH:37][CH:38]4[CH2:39][CH2:40][NH:41][CH2:42][CH2:43]4)=[O:36])[CH:29]=3)[CH:25]=[CH:26][CH:27]=2)=[O:18])[CH2:15][CH2:16]1. The catalyst class is: 12. (2) Reactant: Cl[C:2]1[N:7]=[C:6]([CH2:8][CH2:9][C:10]2[CH:15]=[CH:14][CH:13]=[CH:12][C:11]=2[CH:16]([CH3:20])[C:17]([NH2:19])=[O:18])[C:5]([Cl:21])=[CH:4][N:3]=1.[NH2:22][C:23]1[CH:24]=[N:25][N:26](C(OC(C)(C)C)=O)[CH:27]=1. Product: [NH:25]1[CH:24]=[C:23]([NH:22][C:2]2[N:7]=[C:6]([CH2:8][CH2:9][C:10]3[CH:15]=[CH:14][CH:13]=[CH:12][C:11]=3[CH:16]([CH3:20])[C:17]([NH2:19])=[O:18])[C:5]([Cl:21])=[CH:4][N:3]=2)[CH:27]=[N:26]1. The catalyst class is: 24. (3) Reactant: [CH2:1]([C:4]1[CH:9]=[CH:8][CH:7]=[CH:6][C:5]=1[OH:10])[CH2:2][CH3:3].[Br-:11].[Br-].[Br-].C([N+](CCCC)(CCCC)CCCC)CCC.C([N+](CCCC)(CCCC)CCCC)CCC.C([N+](CCCC)(CCCC)CCCC)CCC. Product: [Br:11][C:8]1[CH:7]=[CH:6][C:5]([OH:10])=[C:4]([CH2:1][CH2:2][CH3:3])[CH:9]=1. The catalyst class is: 22.